From a dataset of Forward reaction prediction with 1.9M reactions from USPTO patents (1976-2016). Predict the product of the given reaction. (1) Given the reactants [NH2:1][C@:2]1([CH2:23][OH:24])[CH2:6][CH2:5][C@H:4]([C:7]2[CH:16]=[CH:15][C:14]3[CH2:13][C@H:12]([CH2:17][CH2:18][CH2:19][CH2:20][CH2:21][CH3:22])[CH2:11][CH2:10][C:9]=3[CH:8]=2)[CH2:3]1.[C:25](O[C:25]([O:27][C:28]([CH3:31])([CH3:30])[CH3:29])=[O:26])([O:27][C:28]([CH3:31])([CH3:30])[CH3:29])=[O:26], predict the reaction product. The product is: [C:28]([O:27][C:25](=[O:26])[NH:1][C@:2]1([CH2:23][OH:24])[CH2:6][CH2:5][C@H:4]([C:7]2[CH:16]=[CH:15][C:14]3[CH2:13][C@H:12]([CH2:17][CH2:18][CH2:19][CH2:20][CH2:21][CH3:22])[CH2:11][CH2:10][C:9]=3[CH:8]=2)[CH2:3]1)([CH3:31])([CH3:30])[CH3:29]. (2) Given the reactants [CH3:1][O:2][C:3]1[CH:30]=[CH:29][C:6]([CH2:7][NH:8][C:9]2[C:14]([C:15]3[N:16]=[CH:17][S:18][C:19]=3[C:20]3[CH:25]=[CH:24][CH:23]=[C:22]([Cl:26])[C:21]=3[Cl:27])=[CH:13][C:12](Br)=[CH:11][N:10]=2)=[CH:5][CH:4]=1.C([O-])(O)=O.[Na+].CC1(C)C(C)(C)OB([C:44]2[CH:45]=[N:46][CH:47]=[CH:48][CH:49]=2)O1, predict the reaction product. The product is: [CH3:1][O:2][C:3]1[CH:30]=[CH:29][C:6]([CH2:7][NH:8][C:9]2[C:14]([C:15]3[N:16]=[CH:17][S:18][C:19]=3[C:20]3[CH:25]=[CH:24][CH:23]=[C:22]([Cl:26])[C:21]=3[Cl:27])=[CH:13][C:12]([C:44]3[CH:45]=[N:46][CH:47]=[CH:48][CH:49]=3)=[CH:11][N:10]=2)=[CH:5][CH:4]=1.